This data is from Forward reaction prediction with 1.9M reactions from USPTO patents (1976-2016). The task is: Predict the product of the given reaction. (1) Given the reactants [Cl:1][C:2]1[CH:31]=[CH:30][C:5]([CH2:6][NH:7][C:8]([C:10]2[C:19](=[O:20])[C:18]3[C:13](=[C:14](I)[CH:15]=[C:16]([CH2:21][N:22]4[CH2:27][CH2:26][O:25][CH2:24][CH2:23]4)[CH:17]=3)[N:12]([CH3:29])[CH:11]=2)=[O:9])=[CH:4][CH:3]=1.[Cl:32][C:33]1[N:34]=[CH:35][N:36]([CH2:39][C:40]#[CH:41])[C:37]=1[Cl:38], predict the reaction product. The product is: [Cl:1][C:2]1[CH:31]=[CH:30][C:5]([CH2:6][NH:7][C:8]([C:10]2[C:19](=[O:20])[C:18]3[C:13](=[C:14]([C:41]#[C:40][CH2:39][N:36]4[C:37]([Cl:38])=[C:33]([Cl:32])[N:34]=[CH:35]4)[CH:15]=[C:16]([CH2:21][N:22]4[CH2:27][CH2:26][O:25][CH2:24][CH2:23]4)[CH:17]=3)[N:12]([CH3:29])[CH:11]=2)=[O:9])=[CH:4][CH:3]=1. (2) The product is: [C:1]([NH:5][C:6]([C:9]1[CH:14]=[CH:13][C:12]([NH:15][C:16]([C:18]2[NH:19][CH:20]=[C:21]([C:23]#[N:24])[N:22]=2)=[O:17])=[C:11]([C:25]2[CH2:30][CH2:29][CH2:28][CH2:27][CH:26]=2)[CH:10]=1)([CH3:8])[CH3:7])(=[O:3])[CH3:2]. Given the reactants [C:1](O)(=[O:3])[CH3:2].[NH2:5][C:6]([C:9]1[CH:14]=[CH:13][C:12]([NH:15][C:16]([C:18]2[NH:19][CH:20]=[C:21]([C:23]#[N:24])[N:22]=2)=[O:17])=[C:11]([C:25]2[CH2:30][CH2:29][CH2:28][CH2:27][CH:26]=2)[CH:10]=1)([CH3:8])[CH3:7].CCN(C(C)C)C(C)C.CN(C1C=CC=CN=1)C.C(Cl)(=O)C, predict the reaction product. (3) The product is: [Br:1][C:2]1[CH:11]=[C:10]2[C:5]([C:6]([CH3:13])([CH3:14])[CH2:7][C:8](=[O:12])[N:9]2[CH2:18][CH3:19])=[CH:4][C:3]=1[CH3:15]. Given the reactants [Br:1][C:2]1[CH:11]=[C:10]2[C:5]([C:6]([CH3:14])([CH3:13])[CH2:7][C:8](=[O:12])[NH:9]2)=[CH:4][C:3]=1[CH3:15].[OH-].[K+].[CH2:18](I)[CH3:19], predict the reaction product. (4) Given the reactants [CH3:1][N:2]([CH3:7])[S:3](Cl)(=[O:5])=[O:4].ClCCl.[CH2:11]1[CH:15]2[CH2:16][NH:17][CH2:18][CH:14]2[CH2:13][N:12]1[C:19]1[CH:20]=[CH:21][C:22]2[N:23]([C:25]([C:28]([F:31])([F:30])[F:29])=[N:26][N:27]=2)[N:24]=1, predict the reaction product. The product is: [CH3:1][N:2]([CH3:7])[S:3]([N:17]1[CH2:16][CH:15]2[CH2:11][N:12]([C:19]3[CH:20]=[CH:21][C:22]4=[N:27][N:26]=[C:25]([C:28]([F:31])([F:29])[F:30])[N:23]4[N:24]=3)[CH2:13][CH:14]2[CH2:18]1)(=[O:5])=[O:4]. (5) Given the reactants [C:1]([C:3]1[C:4]([NH:26][C:27]2[C:28]([CH3:36])=[C:29]3[C:33](=[CH:34][CH:35]=2)[NH:32][CH:31]=[CH:30]3)=[C:5]2[C:11]([CH3:12])=[C:10]([C:13]3[CH2:18][CH2:17][N:16](C(OC(C)(C)C)=O)[CH2:15][CH:14]=3)[S:9][C:6]2=[N:7][CH:8]=1)#[N:2].[ClH:37], predict the reaction product. The product is: [CH3:12][C:11]1[C:5]2[C:6](=[N:7][CH:8]=[C:3]([C:1]#[N:2])[C:4]=2[NH:26][C:27]2[C:28]([CH3:36])=[C:29]3[C:33](=[CH:34][CH:35]=2)[NH:32][CH:31]=[CH:30]3)[S:9][C:10]=1[C:13]1[CH2:18][CH2:17][NH:16][CH2:15][CH:14]=1.[ClH:37].